From a dataset of Orexin1 receptor HTS with 218,158 compounds and 233 confirmed actives. Binary Classification. Given a drug SMILES string, predict its activity (active/inactive) in a high-throughput screening assay against a specified biological target. (1) The drug is O=C(NC(c1cc(ccc1)C(C)=C)(C)C)Nc1cccnc1. The result is 0 (inactive). (2) The drug is Clc1cc(C(OC(C(=O)NCc2ccccc2)C)=O)cnc1Cl. The result is 0 (inactive). (3) The drug is o1c(c2[nH]nc(c2)C(O)=O)ccc1. The result is 0 (inactive). (4) The drug is Clc1ccc(SCCCC(=O)Nc2cc(S(=O)(=O)N3CCOCC3)ccc2O)cc1. The result is 0 (inactive). (5) The compound is Clc1c(N2CCN(CC2)C(=O)CC)ccc(NC(=O)c2c(F)cc(cc2)C#N)c1. The result is 0 (inactive).